Predict the reactants needed to synthesize the given product. From a dataset of Full USPTO retrosynthesis dataset with 1.9M reactions from patents (1976-2016). (1) Given the product [CH3:8][N:9]1[C:17]2[C:12](=[CH:13][CH:14]=[C:15]([C:18]([OH:20])=[O:19])[CH:16]=2)[C:11]([C:22]2[CH:27]=[CH:26][CH:25]=[CH:24][CH:23]=2)=[N:10]1, predict the reactants needed to synthesize it. The reactants are: [OH-].[Na+].C1COCC1.[CH3:8][N:9]1[C:17]2[C:12](=[CH:13][CH:14]=[C:15]([C:18]([O:20]C)=[O:19])[CH:16]=2)[C:11]([C:22]2[CH:27]=[CH:26][CH:25]=[CH:24][CH:23]=2)=[N:10]1.Cl. (2) Given the product [NH2:1][C:2]1[C:7]([NH2:8])=[C:6]([C:11]2[S:12][CH:13]=[CH:14][CH:15]=2)[CH:5]=[CH:4][N:3]=1, predict the reactants needed to synthesize it. The reactants are: [NH2:1][C:2]1[C:7]([N+:8]([O-])=O)=[C:6]([C:11]2[S:12][CH:13]=[CH:14][CH:15]=2)[CH:5]=[CH:4][N:3]=1.C(OCC)(=O)C.[BH4-].[Na+].[Cl-].[NH4+]. (3) Given the product [CH3:1][C@@H:2]1[CH2:30][O:29][C@@:5]2([O:9][C@H:8]3[CH2:10][C@H:11]4[C@@H:16]5[CH2:17][CH2:18][C@H:19]6[CH2:24][C@@H:23]([OH:25])[CH2:22][CH2:21][C@:20]6([CH3:26])[C@H:15]5[CH2:14][CH2:13][C@:12]4([CH3:27])[C@H:7]3[C@@H:6]2[CH3:28])[CH2:4][CH2:3]1, predict the reactants needed to synthesize it. The reactants are: [CH3:1][C@@H:2]1[CH2:30][O:29][C@@:5]2([O:9][C@H:8]3[CH2:10][C@H:11]4[C@@H:16]5[CH2:17][CH:18]=[C:19]6[CH2:24][C@@H:23]([OH:25])[CH2:22][CH2:21][C@:20]6([CH3:26])[C@H:15]5[CH2:14][CH2:13][C@:12]4([CH3:27])[C@H:7]3[C@@H:6]2[CH3:28])[CH2:4][CH2:3]1. (4) The reactants are: [CH:1]1([C:6]2[O:10][N:9]=[C:8]([C:11]([O:13][CH2:14][CH3:15])=[O:12])[C:7]=2[N+:16]([O-])=O)[CH2:5][CH2:4][CH2:3][CH2:2]1. Given the product [NH2:16][C:7]1[C:8]([C:11]([O:13][CH2:14][CH3:15])=[O:12])=[N:9][O:10][C:6]=1[CH:1]1[CH2:5][CH2:4][CH2:3][CH2:2]1, predict the reactants needed to synthesize it. (5) Given the product [Cl:1][C:2]1[CH:7]=[C:6]([C:8]2[C:16]3[C:11](=[N:12][CH:13]=[C:14]([O:17][CH3:18])[CH:15]=3)[NH:10][CH:9]=2)[CH:5]=[C:4]([Cl:28])[N:3]=1, predict the reactants needed to synthesize it. The reactants are: [Cl:1][C:2]1[CH:7]=[C:6]([C:8]2[C:16]3[C:11](=[N:12][CH:13]=[C:14]([O:17][CH3:18])[CH:15]=3)[N:10](S(C3C=CC=CC=3)(=O)=O)[CH:9]=2)[CH:5]=[C:4]([Cl:28])[N:3]=1.[OH-].[K+]. (6) Given the product [CH:17]1([C:13]2([CH3:14])[CH2:8][CH:9]3[CH2:15][C:12]2([CH3:25])[CH2:11][CH2:10]3)[CH2:22][CH2:21][CH2:20][CH2:19][CH2:18]1, predict the reactants needed to synthesize it. The reactants are: S(=O)(=O)(O)O.OC[CH:8]1[CH:13]([CH3:14])[CH:12]2[CH2:15][CH:9]1[CH2:10][CH2:11]2.C=[C:17]1[CH:22](C)[CH:21]2C[CH:18]1[CH2:19][CH2:20]2.[CH3:25]C1C2CC(C=1C)CC2. (7) Given the product [CH3:26][NH+:11]([CH2:10][CH:7]([CH2:8][CH3:9])[CH2:6][S:28]([O-:30])(=[O:29])=[O:27])[CH2:12][CH2:13][CH2:14][CH2:15][CH2:16][CH2:17][CH2:18][CH2:19][CH2:20][CH2:21][CH2:22][CH2:23][CH2:24][CH3:25], predict the reactants needed to synthesize it. The reactants are: CS(O[CH2:6][CH:7]([CH2:10][N:11]([CH3:26])[CH2:12][CH2:13][CH2:14][CH2:15][CH2:16][CH2:17][CH2:18][CH2:19][CH2:20][CH2:21][CH2:22][CH2:23][CH2:24][CH3:25])[CH2:8][CH3:9])(=O)=O.[O-:27][S:28]([O-:30])=[O:29].[Na+].[Na+].